From a dataset of Catalyst prediction with 721,799 reactions and 888 catalyst types from USPTO. Predict which catalyst facilitates the given reaction. (1) Reactant: [CH3:1][C:2]([CH3:16])([CH2:13][CH:14]=[CH2:15])[CH2:3][S:4](C1N=CC=CN=1)(=[O:6])=[O:5].C[O-].[Na+:19]. Product: [CH3:1][C:2]([CH3:16])([CH2:13][CH:14]=[CH2:15])[CH2:3][S:4]([O-:6])=[O:5].[Na+:19]. The catalyst class is: 5. (2) Reactant: [CH:1]1([CH2:4][C:5]2[CH:10]=[C:9]([CH3:11])[C:8]([NH:12][C:13]([NH:15][C:16]3[CH:21]=[C:20]([O:22][CH2:23][CH2:24][O:25][CH3:26])[CH:19]=[CH:18][C:17]=3[C:27]([NH:29][C@H:30]([C:38]([OH:40])=[O:39])[C@@H:31]([CH3:37])[O:32][C:33]([CH3:36])([CH3:35])[CH3:34])=[O:28])=[O:14])=[C:7]([CH3:41])[CH:6]=2)[CH2:3][CH2:2]1.CC(C)([O-])C.[K+:47]. Product: [CH:1]1([CH2:4][C:5]2[CH:6]=[C:7]([CH3:41])[C:8]([NH:12][C:13]([NH:15][C:16]3[CH:21]=[C:20]([O:22][CH2:23][CH2:24][O:25][CH3:26])[CH:19]=[CH:18][C:17]=3[C:27]([NH:29][C@H:30]([C:38]([O-:40])=[O:39])[C@@H:31]([CH3:37])[O:32][C:33]([CH3:36])([CH3:35])[CH3:34])=[O:28])=[O:14])=[C:9]([CH3:11])[CH:10]=2)[CH2:3][CH2:2]1.[K+:47]. The catalyst class is: 10. (3) Reactant: C(N(CC)CC)C.[Si:8]([O:15][CH2:16][CH:17]([C:19]1[CH:24]=[CH:23][C:22]([Cl:25])=[C:21]([F:26])[CH:20]=1)[OH:18])([C:11]([CH3:14])([CH3:13])[CH3:12])([CH3:10])[CH3:9].[CH3:27][S:28](Cl)(=[O:30])=[O:29]. Product: [CH3:27][S:28]([O:18][CH:17]([C:19]1[CH:24]=[CH:23][C:22]([Cl:25])=[C:21]([F:26])[CH:20]=1)[CH2:16][O:15][Si:8]([C:11]([CH3:14])([CH3:13])[CH3:12])([CH3:10])[CH3:9])(=[O:30])=[O:29]. The catalyst class is: 2. (4) Reactant: B(F)(F)F.CCOCC.[CH3:10][O:11][C:12]([C:14]1[C:23]2[O:22][CH2:21][C:20](=O)[NH:19][C:18]=2[CH:17]=[CH:16][CH:15]=1)=[O:13].[BH4-].[Na+].Cl.C([O-])(O)=O.[Na+]. Product: [CH3:10][O:11][C:12]([C:14]1[C:23]2[O:22][CH2:21][CH2:20][NH:19][C:18]=2[CH:17]=[CH:16][CH:15]=1)=[O:13]. The catalyst class is: 49. (5) Reactant: [SH:1][CH:2]1[CH2:7][CH2:6][N:5]([C:8]([O:10][C:11]([CH3:14])([CH3:13])[CH3:12])=[O:9])[CH2:4][CH2:3]1.Cl[CH2:16][C:17]1[N:18]=[C:19]([C:23]2[CH:32]=[CH:31][C:26]([C:27]([O:29][CH3:30])=[O:28])=[CH:25][CH:24]=2)[O:20][C:21]=1[CH3:22].C(=O)([O-])[O-].[K+].[K+]. Product: [CH3:30][O:29][C:27]([C:26]1[CH:25]=[CH:24][C:23]([C:19]2[O:20][C:21]([CH3:22])=[C:17]([CH2:16][S:1][CH:2]3[CH2:3][CH2:4][N:5]([C:8]([O:10][C:11]([CH3:14])([CH3:13])[CH3:12])=[O:9])[CH2:6][CH2:7]3)[N:18]=2)=[CH:32][CH:31]=1)=[O:28]. The catalyst class is: 9. (6) Reactant: CON(C)[C:4]([C:6]1[N:7]([CH3:31])[C:8]2[C:13]([N:14]=1)=[C:12]([N:15]1[CH2:20][CH2:19][CH:18]([N:21]3[C:25]4[CH:26]=[CH:27][CH:28]=[CH:29][C:24]=4[NH:23][C:22]3=[O:30])[CH2:17][CH2:16]1)[N:11]=[CH:10][N:9]=2)=[O:5].[CH3:33][Mg]Cl. Product: [C:4]([C:6]1[N:7]([CH3:31])[C:8]2[C:13]([N:14]=1)=[C:12]([N:15]1[CH2:20][CH2:19][CH:18]([N:21]3[C:25]4[CH:26]=[CH:27][CH:28]=[CH:29][C:24]=4[NH:23][C:22]3=[O:30])[CH2:17][CH2:16]1)[N:11]=[CH:10][N:9]=2)(=[O:5])[CH3:33]. The catalyst class is: 1. (7) Reactant: [Cl:1][C:2]1[C:7]([C:8]2[C:9](=[O:26])[N:10]([CH2:24][CH3:25])[C:11]3[C:16]([CH:17]=2)=[CH:15][N:14]=[C:13]([NH:18][CH2:19][CH2:20][N:21]([CH3:23])[CH3:22])[CH:12]=3)=[CH:6][C:5]([NH:27][C:28]([NH:30][C:31]2[CH:36]=[CH:35][CH:34]=[CH:33][CH:32]=2)=[O:29])=[C:4]([F:37])[CH:3]=1.[ClH:38]. Product: [ClH:1].[ClH:38].[Cl:1][C:2]1[C:7]([C:8]2[C:9](=[O:26])[N:10]([CH2:24][CH3:25])[C:11]3[C:16]([CH:17]=2)=[CH:15][N:14]=[C:13]([NH:18][CH2:19][CH2:20][N:21]([CH3:22])[CH3:23])[CH:12]=3)=[CH:6][C:5]([NH:27][C:28]([NH:30][C:31]2[CH:32]=[CH:33][CH:34]=[CH:35][CH:36]=2)=[O:29])=[C:4]([F:37])[CH:3]=1. The catalyst class is: 191.